The task is: Regression. Given two drug SMILES strings and cell line genomic features, predict the synergy score measuring deviation from expected non-interaction effect.. This data is from NCI-60 drug combinations with 297,098 pairs across 59 cell lines. (1) Drug 1: CC12CCC3C(C1CCC2NC(=O)OCC(F)(F)F)CCC4C3(C=CC(=O)N4C)C. Drug 2: COCCOC1=C(C=C2C(=C1)C(=NC=N2)NC3=CC=CC(=C3)C#C)OCCOC. Cell line: NCI-H460. Synergy scores: CSS=25.7, Synergy_ZIP=-4.89, Synergy_Bliss=-2.34, Synergy_Loewe=-2.43, Synergy_HSA=1.86. (2) Drug 1: CN1CCC(CC1)COC2=C(C=C3C(=C2)N=CN=C3NC4=C(C=C(C=C4)Br)F)OC. Drug 2: CC(C)CN1C=NC2=C1C3=CC=CC=C3N=C2N. Cell line: HS 578T. Synergy scores: CSS=-7.82, Synergy_ZIP=6.84, Synergy_Bliss=9.66, Synergy_Loewe=2.86, Synergy_HSA=1.26. (3) Drug 1: CCN(CC)CCNC(=O)C1=C(NC(=C1C)C=C2C3=C(C=CC(=C3)F)NC2=O)C. Drug 2: C1CN(CCN1C(=O)CCBr)C(=O)CCBr. Cell line: COLO 205. Synergy scores: CSS=22.5, Synergy_ZIP=-8.05, Synergy_Bliss=2.42, Synergy_Loewe=5.60, Synergy_HSA=3.83. (4) Drug 1: C1=CC=C(C=C1)NC(=O)CCCCCCC(=O)NO. Drug 2: C1CC(=O)NC(=O)C1N2C(=O)C3=CC=CC=C3C2=O. Cell line: KM12. Synergy scores: CSS=13.0, Synergy_ZIP=-3.27, Synergy_Bliss=-1.61, Synergy_Loewe=-8.08, Synergy_HSA=-3.09.